Dataset: Full USPTO retrosynthesis dataset with 1.9M reactions from patents (1976-2016). Task: Predict the reactants needed to synthesize the given product. (1) Given the product [F:23][C:18]1[CH:17]=[C:16]([CH:21]=[CH:20][C:19]=1[F:22])[O:15][C:12]1[CH:11]=[CH:10][CH:9]=[C:8]2[C:13]=1[CH:14]=[C:6]([C:4]([OH:5])=[O:3])[NH:7]2, predict the reactants needed to synthesize it. The reactants are: C([O:3][C:4]([C:6]1[NH:7][C:8]2[C:13]([CH:14]=1)=[C:12]([O:15][C:16]1[CH:21]=[CH:20][C:19]([F:22])=[C:18]([F:23])[CH:17]=1)[CH:11]=[CH:10][CH:9]=2)=[O:5])C.[Li+].[OH-]. (2) Given the product [I:1][C:2]1[CH:28]=[CH:27][C:5]2[N:6]=[C:7]([C:9]3[CH:14]=[CH:13][C:12]([C:15]4[CH:19]=[CH:18][NH:17][N:16]=4)=[CH:11][CH:10]=3)[O:8][C:4]=2[CH:3]=1, predict the reactants needed to synthesize it. The reactants are: [I:1][C:2]1[CH:28]=[CH:27][C:5]2[N:6]=[C:7]([C:9]3[CH:14]=[CH:13][C:12]([C:15]4[CH:19]=[CH:18][N:17](C(OC(C)(C)C)=O)[N:16]=4)=[CH:11][CH:10]=3)[O:8][C:4]=2[CH:3]=1.[OH-].[Na+]. (3) The reactants are: [CH2:1]([O:8][C:9]1[C:10]([O:20][CH3:21])=[CH:11][C:12]([I:19])=[C:13]([CH:18]=1)[C:14]([NH:16][OH:17])=[NH:15])[C:2]1[CH:7]=[CH:6][CH:5]=[CH:4][CH:3]=1.[C:22](Cl)(=O)[CH3:23]. Given the product [CH2:1]([O:8][C:9]1[C:10]([O:20][CH3:21])=[CH:11][C:12]([I:19])=[C:13]([C:14]2[N:15]=[C:22]([CH3:23])[O:17][N:16]=2)[CH:18]=1)[C:2]1[CH:7]=[CH:6][CH:5]=[CH:4][CH:3]=1, predict the reactants needed to synthesize it. (4) Given the product [NH2:8][C@H:9]([C:27]([N:29]1[C@H:33]([C:34](=[O:46])[NH:35][C@H:36]2[C:45]3[C:40](=[CH:41][CH:42]=[CH:43][CH:44]=3)[CH2:39][CH2:38][CH2:37]2)[CH2:32][Si:31]([CH3:48])([CH3:47])[CH2:30]1)=[O:28])[CH2:10][C:11]1[CH:16]=[CH:15][C:14]([C:17]2[CH:18]=[CH:19][C:20]([C:23]([O:25][CH3:26])=[O:24])=[CH:21][CH:22]=2)=[CH:13][CH:12]=1.[ClH:49], predict the reactants needed to synthesize it. The reactants are: C(OC([NH:8][C@H:9]([C:27]([N:29]1[C@H:33]([C:34](=[O:46])[NH:35][C@H:36]2[C:45]3[C:40](=[CH:41][CH:42]=[CH:43][CH:44]=3)[CH2:39][CH2:38][CH2:37]2)[CH2:32][Si:31]([CH3:48])([CH3:47])[CH2:30]1)=[O:28])[CH2:10][C:11]1[CH:16]=[CH:15][C:14]([C:17]2[CH:22]=[CH:21][C:20]([C:23]([O:25][CH3:26])=[O:24])=[CH:19][CH:18]=2)=[CH:13][CH:12]=1)=O)(C)(C)C.[ClH:49]. (5) Given the product [C:17]1([C:14](=[N:26][OH:23])[CH2:15][C:4]2[CH:9]=[CH:8][C:7]([C:10]([F:13])([F:12])[F:11])=[CH:6][N:5]=2)[CH:22]=[CH:21][CH:20]=[CH:19][CH:18]=1, predict the reactants needed to synthesize it. The reactants are: [H-].[Na+].Cl[C:4]1[CH:9]=[CH:8][C:7]([C:10]([F:13])([F:12])[F:11])=[CH:6][N:5]=1.[C:14]([C:17]1[CH:22]=[CH:21][CH:20]=[CH:19][CH:18]=1)(=O)[CH3:15].[OH-:23].[Na+].Cl.[NH2:26]O. (6) Given the product [S:28]1[CH:29]=[CH:30][C:31]2[C:23]([N:20]3[CH2:19][CH2:18][N:17]([CH2:16][CH2:15][CH2:14][CH2:13][O:12][C:6]4[CH:5]=[C:4]5[C:9]([CH2:10][CH2:11][C:2](=[O:1])[NH:3]5)=[CH:8][CH:7]=4)[CH2:22][CH2:21]3)=[CH:24][CH:25]=[CH:26][C:27]1=2, predict the reactants needed to synthesize it. The reactants are: [O:1]=[C:2]1[CH2:11][CH2:10][C:9]2[C:4](=[CH:5][C:6]([O:12][CH2:13][CH2:14][CH2:15][CH2:16][N:17]3[CH2:22][CH2:21][N:20]([C:23]4[C:31]5[CH:30]=[C:29](C(O)=O)[S:28][C:27]=5[CH:26]=[CH:25][CH:24]=4)[CH2:19][CH2:18]3)=[CH:7][CH:8]=2)[NH:3]1. (7) Given the product [F:21][C:22]([F:35])([F:34])[S:23]([O:14][C:6]1[CH:5]=[CH:4][C:3]2[C:8](=[CH:9][C:10]([F:13])=[C:11]([F:12])[C:2]=2[F:1])[CH:7]=1)(=[O:25])=[O:24], predict the reactants needed to synthesize it. The reactants are: [F:1][C:2]1[C:11]([F:12])=[C:10]([F:13])[CH:9]=[C:8]2[C:3]=1[CH:4]=[CH:5][C:6]([OH:14])=[CH:7]2.N1C=CC=CC=1.[F:21][C:22]([F:35])([F:34])[S:23](O[S:23]([C:22]([F:35])([F:34])[F:21])(=[O:25])=[O:24])(=[O:25])=[O:24].O.